From a dataset of Reaction yield outcomes from USPTO patents with 853,638 reactions. Predict the reaction yield, written as a fraction of the theoretical maximum amount of product (1.0 means a 100% yield; for example, 0.34 means a 34% yield). (1) The reactants are [C:1]([C:3]1[CH:8]=[CH:7][C:6]([OH:9])=[CH:5][CH:4]=1)#[N:2].[H-].[Na+].[CH:12]([O:15][C:16]1[CH:34]=[CH:33][C:32]([S:35]([CH3:38])(=[O:37])=[O:36])=[CH:31][C:17]=1[C:18]([N:20]1[CH2:25][CH2:24][CH:23](OS(C)(=O)=O)[CH2:22][CH2:21]1)=[O:19])([CH3:14])[CH3:13]. The catalyst is CN(C)C=O. The product is [CH:12]([O:15][C:16]1[CH:34]=[CH:33][C:32]([S:35]([CH3:38])(=[O:37])=[O:36])=[CH:31][C:17]=1[C:18]([N:20]1[CH2:21][CH2:22][CH:23]([O:9][C:6]2[CH:7]=[CH:8][C:3]([C:1]#[N:2])=[CH:4][CH:5]=2)[CH2:24][CH2:25]1)=[O:19])([CH3:14])[CH3:13]. The yield is 0.210. (2) The reactants are [Cl:1][C:2]1[CH:3]=[C:4]([CH:6]=[CH:7][C:8]=1[O:9][C:10]1[C:11]2[N:18]([CH3:19])[CH:17]=[CH:16][C:12]=2[N:13]=[CH:14][N:15]=1)[NH2:5].C(N(CC)CC)C.[F:27][C:28]([F:39])([F:38])[C:29]1[CH:30]=[C:31]([N:35]=[C:36]=[O:37])[CH:32]=[CH:33][CH:34]=1. The catalyst is O1CCCC1. The product is [Cl:1][C:2]1[CH:3]=[C:4]([NH:5][C:36]([NH:35][C:31]2[CH:32]=[CH:33][CH:34]=[C:29]([C:28]([F:27])([F:38])[F:39])[CH:30]=2)=[O:37])[CH:6]=[CH:7][C:8]=1[O:9][C:10]1[C:11]2[N:18]([CH3:19])[CH:17]=[CH:16][C:12]=2[N:13]=[CH:14][N:15]=1. The yield is 0.850. (3) The reactants are FC(F)(F)C(O)=O.[F:8][C:9]1[CH:23]=[CH:22][C:12]([CH2:13][C@H:14]2[CH2:18][NH:17][C@H:16]([C:19]([OH:21])=[O:20])[CH2:15]2)=[C:11]([CH3:24])[CH:10]=1.C(N(CC)C(C)C)(C)C.[C:34](O[C:34]([O:36][C:37]([CH3:40])([CH3:39])[CH3:38])=[O:35])([O:36][C:37]([CH3:40])([CH3:39])[CH3:38])=[O:35]. The catalyst is O1CCOCC1.C(#N)C. The product is [C:37]([O:36][C:34]([N:17]1[CH2:18][C@H:14]([CH2:13][C:12]2[CH:22]=[CH:23][C:9]([F:8])=[CH:10][C:11]=2[CH3:24])[CH2:15][C@H:16]1[C:19]([OH:21])=[O:20])=[O:35])([CH3:40])([CH3:39])[CH3:38]. The yield is 0.768.